Dataset: Forward reaction prediction with 1.9M reactions from USPTO patents (1976-2016). Task: Predict the product of the given reaction. (1) The product is: [NH:65]1[CH:66]=[N:67][C:63]([C:59]2[CH:58]=[C:57]3[C:62](=[CH:61][CH:60]=2)[NH:54][N:55]=[C:56]3[C:87]2[CH:88]=[CH:89][CH:90]=[C:91]([O:35][CH2:33][CH2:25][N:27]3[CH2:28][CH2:29][NH:30][CH2:31][CH2:32]3)[CH:92]=2)=[N:64]1. Given the reactants C1(P(C2C=CC=CC=2)C2C=CC=CC=2)C=CC=CC=1.C(C[C:25]([C:33]([OH:35])=O)([N:27]1[CH2:32][CH2:31][NH:30][CH2:29][CH2:28]1)O)(C)(C)C.CCOC(/N=N/C(OCC)=O)=O.O1CCCCC1[N:54]1[C:62]2[C:57](=[CH:58][C:59]([C:63]3[N:67]=[CH:66][N:65](C(C4C=CC=CC=4)(C4C=CC=CC=4)C4C=CC=CC=4)[N:64]=3)=[CH:60][CH:61]=2)[C:56]([C:87]2[CH:88]=[C:89](O)[CH:90]=[CH:91][CH:92]=2)=[N:55]1.Cl, predict the reaction product. (2) The product is: [CH2:1]([O:8][C:9]1[CH:14]=[C:13]([C:18]2[CH:17]=[N:16][CH:21]=[CH:20][CH:19]=2)[CH:12]=[N:11][CH:10]=1)[C:2]1[CH:7]=[CH:6][CH:5]=[CH:4][CH:3]=1. Given the reactants [CH2:1]([O:8][C:9]1[CH:10]=[N:11][CH:12]=[C:13](Br)[CH:14]=1)[C:2]1[CH:7]=[CH:6][CH:5]=[CH:4][CH:3]=1.[N:16]1[CH:21]=[CH:20][CH:19]=[C:18](B(O)O)[CH:17]=1.C([O-])([O-])=O.[K+].[K+], predict the reaction product. (3) Given the reactants Br[C:2]1[CH:7]=[CH:6][C:5]([C:8]2[O:12][N:11]=[C:10]([CH3:13])[C:9]=2[CH2:14][S:15][CH2:16][CH2:17][C:18]2[CH:23]=[CH:22][CH:21]=[CH:20][CH:19]=2)=[CH:4][CH:3]=1.[CH2:24]([O:26][C:27](=[O:51])[CH:28]([C:36]1[CH:41]=[CH:40][C:39](B2OC(C)(C)C(C)(C)O2)=[CH:38][CH:37]=1)[CH2:29][C:30]1[CH:35]=[CH:34][CH:33]=[CH:32][CH:31]=1)[CH3:25], predict the reaction product. The product is: [CH2:24]([O:26][C:27](=[O:51])[CH:28]([C:36]1[CH:41]=[CH:40][C:39]([C:2]2[CH:7]=[CH:6][C:5]([C:8]3[O:12][N:11]=[C:10]([CH3:13])[C:9]=3[CH2:14][S:15][CH2:16][CH2:17][C:18]3[CH:23]=[CH:22][CH:21]=[CH:20][CH:19]=3)=[CH:4][CH:3]=2)=[CH:38][CH:37]=1)[CH2:29][C:30]1[CH:31]=[CH:32][CH:33]=[CH:34][CH:35]=1)[CH3:25]. (4) Given the reactants [C:1]([C:5]1[CH:10]=[CH:9][C:8]([NH:11][C:12]2[CH:21]=[CH:20][C:19]3[C:14](=[CH:15][CH:16]=[CH:17][CH:18]=3)[CH:13]=2)=[CH:7][CH:6]=1)([CH3:4])([CH3:3])[CH3:2].Br[C:23]1[CH:28]=[CH:27][C:26]([C:29]2[CH:34]=[CH:33][C:32]([C:35]3[CH:40]=[CH:39][C:38](Br)=[CH:37][CH:36]=3)=[CH:31][CH:30]=2)=[CH:25][CH:24]=1.[C:51](P([C:51]([CH3:54])([CH3:53])[CH3:52])[C:51]([CH3:54])([CH3:53])[CH3:52])([CH3:54])([CH3:53])[CH3:52].[C:55]([O-])([CH3:58])([CH3:57])[CH3:56].[K+], predict the reaction product. The product is: [C:1]([C:5]1[CH:6]=[CH:7][C:8]([N:11]([C:12]2[CH:21]=[CH:20][C:19]3[C:14](=[CH:15][CH:16]=[CH:17][CH:18]=3)[CH:13]=2)[C:23]2[CH:28]=[CH:27][C:26]([C:29]3[CH:34]=[CH:33][C:32]([C:35]4[CH:40]=[CH:39][C:38]([N:11]([C:8]5[CH:7]=[CH:6][C:5]([C:51]([CH3:52])([CH3:53])[CH3:54])=[CH:10][CH:9]=5)[C:12]5[CH:13]=[CH:14][C:58]6[C:55](=[CH:57][CH:3]=[CH:1][CH:2]=6)[CH:56]=5)=[CH:37][CH:36]=4)=[CH:31][CH:30]=3)=[CH:25][CH:24]=2)=[CH:9][CH:10]=1)([CH3:4])([CH3:2])[CH3:3].